Dataset: M1 muscarinic receptor agonist screen with 61,833 compounds. Task: Binary Classification. Given a drug SMILES string, predict its activity (active/inactive) in a high-throughput screening assay against a specified biological target. (1) The drug is OC1c2c(CCN(Cc3c(C1)ccc(OC)c3OC)C)cc1OCOc1c2. The result is 0 (inactive). (2) The drug is FC(F)(F)c1[nH]n2C(C3=C(N=c2n1)CCCC3=O)c1cc(OC)c(OC)cc1. The result is 0 (inactive). (3) The molecule is S(=O)(=O)(N(C)C)c1cc(C(=O)Nc2n(nc(c2)C)c2nc(cc(n2)C)C)ccc1. The result is 0 (inactive). (4) The drug is S(c1nc2c(c(c1)C)cccc2)CCC(O)=O. The result is 0 (inactive). (5) The molecule is S(c1n(c(nn1)c1ccncc1)CC=C)Cc1cccnc1. The result is 0 (inactive). (6) The compound is Clc1c(OCC)ccc(c1)C(=O)Nc1nn(nn1)CCC. The result is 0 (inactive). (7) The drug is Fc1c(c2oc(c(n2)CN2CCC(CC2)C(=O)NCCC=2CCCCC2)C)cccc1. The result is 0 (inactive).